Dataset: Reaction yield outcomes from USPTO patents with 853,638 reactions. Task: Predict the reaction yield, written as a fraction of the theoretical maximum amount of product (1.0 means a 100% yield; for example, 0.34 means a 34% yield). (1) The reactants are [CH3:1][C:2]1[CH:3]=[C:4]([CH:7]=[C:8]([CH3:22])[C:9]=1[O:10][C:11]1[CH:16]=[CH:15][C:14]([O:17][CH3:18])=[C:13]([CH:19]([CH3:21])[CH3:20])[CH:12]=1)[CH:5]=[O:6].[BH4-].[Na+]. The catalyst is CO. The product is [CH3:22][C:8]1[CH:7]=[C:4]([CH:3]=[C:2]([CH3:1])[C:9]=1[O:10][C:11]1[CH:16]=[CH:15][C:14]([O:17][CH3:18])=[C:13]([CH:19]([CH3:20])[CH3:21])[CH:12]=1)[CH2:5][OH:6]. The yield is 0.830. (2) The reactants are S(=O)(=O)(O)O.[Cr](O[Cr]([O-])(=O)=O)([O-])(=O)=[O:7].[Na+].[Na+].[CH3:17][CH2:18][CH:19]([O:21][C:22]([N:24]1[CH:29]([CH2:30][CH2:31][OH:32])[CH2:28][CH2:27][CH2:26][CH2:25]1)=[O:23])[CH3:20]. The catalyst is O.CC(C)=O. The product is [CH:19]([O:21][C:22]([N:24]1[CH2:25][CH2:26][CH2:27][CH2:28][CH:29]1[CH2:30][C:31]([OH:7])=[O:32])=[O:23])([CH2:18][CH3:17])[CH3:20]. The yield is 0.920. (3) The reactants are [CH3:1][N:2]1[CH:6]=[CH:5][CH:4]=[C:3]1[C:7]#[N:8].C([O:12][B:13](OC(C)C)[O:14]C(C)C)(C)C.[Li+].CC([N-]C(C)C)C. The catalyst is C1COCC1. The product is [C:7]([C:3]1[N:2]([CH3:1])[C:6]([B:13]([OH:14])[OH:12])=[CH:5][CH:4]=1)#[N:8]. The yield is 0.700. (4) The catalyst is ClCCl. The product is [NH2:7][C@H:8]1[CH2:13][CH2:12][C@H:11]([CH2:14][NH:15][C:16]2[C:21]([N+:22]([O-:24])=[O:23])=[CH:20][N:19]=[C:18]([NH:25][CH2:26][C:27]3[C:28]([CH3:41])=[C:29]([C:33]4[CH:38]=[CH:37][CH:36]=[C:35]([CH2:39][NH2:40])[CH:34]=4)[CH:30]=[CH:31][CH:32]=3)[N:17]=2)[CH2:10][CH2:9]1. The reactants are C(OC(=O)[NH:7][C@H:8]1[CH2:13][CH2:12][C@H:11]([CH2:14][NH:15][C:16]2[C:21]([N+:22]([O-:24])=[O:23])=[CH:20][N:19]=[C:18]([NH:25][CH2:26][C:27]3[C:28]([CH3:41])=[C:29]([C:33]4[CH:38]=[CH:37][CH:36]=[C:35]([CH2:39][NH2:40])[CH:34]=4)[CH:30]=[CH:31][CH:32]=3)[N:17]=2)[CH2:10][CH2:9]1)(C)(C)C.Cl.O1CCOCC1. The yield is 0.890. (5) The reactants are C[C:2]1[C:10]2[NH:9][C:8]([CH3:11])=[C:7]([CH3:12])[C:6]=2[C:5]2[CH:13]=[CH:14][CH:15]=[CH:16][C:4]=2[CH:3]=1.[I:17][CH2:18][CH2:19][CH2:20][CH2:21][CH2:22][C:23]([OH:25])=[O:24].[C:26](#N)C. No catalyst specified. The product is [I-:17].[C:23]([CH2:22][CH2:21][CH2:20][CH2:19][CH2:18][N+:9]1[C:10]2[CH:2]=[CH:3][C:4]3[CH:16]=[CH:15][CH:14]=[CH:13][C:5]=3[C:6]=2[C:7]([CH3:26])([CH3:12])[C:8]=1[CH3:11])([OH:25])=[O:24]. The yield is 0.750. (6) The reactants are [NH:1]1[CH2:6][CH2:5][C:4](=[O:7])[CH2:3][CH2:2]1.C(=O)([O-])[O-].[K+].[K+].[F:14][C:15]1[CH:16]=[C:17]([N+:22]([O-:24])=[O:23])[CH:18]=[CH:19][C:20]=1F. The catalyst is CN(C=O)C. The product is [F:14][C:15]1[CH:16]=[C:17]([N+:22]([O-:24])=[O:23])[CH:18]=[CH:19][C:20]=1[N:1]1[CH2:6][CH2:5][C:4](=[O:7])[CH2:3][CH2:2]1. The yield is 0.500. (7) The reactants are [CH3:1][N:2]([CH3:41])[C:3]1[CH:8]=[CH:7][C:6]([C:9]2([C:32]3[CH:37]=[CH:36][C:35]([N:38]([CH3:40])[CH3:39])=[CH:34][CH:33]=3)[O:14][C:13]3[C:15]4[C:20]([CH:21]=[C:22]([C:23]([O:25][CH2:26][CH2:27][OH:28])=[O:24])[C:12]=3[CH:11]=[CH:10]2)=[CH:19][CH:18]=[C:17]([N:29]([CH3:31])[CH3:30])[CH:16]=4)=[CH:5][CH:4]=1.C(N(CC)CC)C.[C:49](Cl)(=[O:52])[CH2:50][CH3:51]. The catalyst is C(Cl)Cl. The product is [CH3:39][N:38]([CH3:40])[C:35]1[CH:36]=[CH:37][C:32]([C:9]2([C:6]3[CH:5]=[CH:4][C:3]([N:2]([CH3:41])[CH3:1])=[CH:8][CH:7]=3)[O:14][C:13]3[C:15]4[C:20]([CH:21]=[C:22]([C:23]([O:25][CH2:26][CH2:27][O:28][C:49](=[O:52])[CH2:50][CH3:51])=[O:24])[C:12]=3[CH:11]=[CH:10]2)=[CH:19][CH:18]=[C:17]([N:29]([CH3:30])[CH3:31])[CH:16]=4)=[CH:33][CH:34]=1. The yield is 0.890.